Task: Predict which catalyst facilitates the given reaction.. Dataset: Catalyst prediction with 721,799 reactions and 888 catalyst types from USPTO (1) Reactant: [CH2:1]([O:8][C:9]([NH:11][CH2:12][CH2:13][CH2:14][CH2:15][C@H:16]([NH:21][C:22]([O:24][C:25]([CH3:28])([CH3:27])[CH3:26])=[O:23])[CH2:17][C:18]([OH:20])=O)=[O:10])[C:2]1[CH:7]=[CH:6][CH:5]=[CH:4][CH:3]=1.[NH2:29][CH2:30][CH2:31][NH:32][C:33](=[O:39])[O:34][C:35]([CH3:38])([CH3:37])[CH3:36].C(N(CC)CC)C.C(Cl)CCl.C1C=CC2N(O)N=NC=2C=1. Product: [CH2:1]([O:8][C:9](=[O:10])[NH:11][CH2:12][CH2:13][CH2:14][CH2:15][C@H:16]([NH:21][C:22]([O:24][C:25]([CH3:28])([CH3:27])[CH3:26])=[O:23])[CH2:17][C:18]([NH:29][CH2:30][CH2:31][NH:32][C:33]([O:34][C:35]([CH3:38])([CH3:37])[CH3:36])=[O:39])=[O:20])[C:2]1[CH:3]=[CH:4][CH:5]=[CH:6][CH:7]=1. The catalyst class is: 9. (2) Reactant: Cl.C[C:3]1[C:4](=[CH:9][C:10]2[NH:11][C:12](C)=[CH:13][C:14]=2C)[N:5]=[C:6](C)[CH:7]=1.C(N(CC)CC)C.[B:24](F)([F:26])[F:25].CCOCC. Product: [B-:24]1([F:26])([F:25])[N+:5]2=[CH:6][CH:7]=[CH:3][C:4]2=[CH:9][C:10]2[N:11]1[CH:12]=[CH:13][CH:14]=2. The catalyst class is: 4.